This data is from Catalyst prediction with 721,799 reactions and 888 catalyst types from USPTO. The task is: Predict which catalyst facilitates the given reaction. (1) Reactant: FC1(F)[CH2:7][CH2:6][N:5]([C:8]([C:10]2[NH:28][C:13]3=[N:14][CH:15]=[C:16]([O:18][CH:19]4[CH2:24][CH2:23][N:22]([CH:25]([CH3:27])[CH3:26])[CH2:21][CH2:20]4)[CH:17]=[C:12]3[CH:11]=2)=[O:9])[CH2:4][CH2:3]1.F[B-](F)(F)F.N1([O:44]C(N(C)C)=[N+](C)C)C2C=CC=CC=2N=N1.N1CCOCC1.C(N(CC)C(C)C)(C)C. Product: [CH:25]([N:22]1[CH2:23][CH2:24][CH:19]([O:18][C:16]2[CH:17]=[C:12]3[CH:11]=[C:10]([C:8]([N:5]4[CH2:4][CH2:3][O:44][CH2:7][CH2:6]4)=[O:9])[NH:28][C:13]3=[N:14][CH:15]=2)[CH2:20][CH2:21]1)([CH3:27])[CH3:26]. The catalyst class is: 3. (2) Reactant: [N:1]1[CH:6]=[CH:5][CH:4]=[CH:3][C:2]=1C.[CH2:8]([O:10][P:11]([CH2:16][CH2:17][CH2:18][Br:19])(=[O:15])[O:12][CH2:13][CH3:14])[CH3:9].[C:20](OCC)(=O)C. Product: [Br-:19].[CH2:8]([O:10][P:11]([CH2:16][CH2:17][CH2:18][N+:1]1[CH:2]=[CH:3][C:4]([CH3:20])=[CH:5][CH:6]=1)([O:12][CH2:13][CH3:14])=[O:15])[CH3:9]. The catalyst class is: 3. (3) Reactant: Cl.[CH2:2]([O:4][C:5](=[O:25])[C@@H:6]([CH3:24])[CH2:7][CH:8]([NH2:23])[CH2:9][C:10]1[CH:15]=[CH:14][C:13]([C:16]2[CH:21]=[CH:20][CH:19]=[C:18]([Cl:22])[CH:17]=2)=[CH:12][CH:11]=1)[CH3:3].[O:26]1[C:30](=[O:31])[CH2:29][CH2:28][C:27]1=[O:32].N1C=CC=CC=1.Cl. Product: [CH2:2]([O:4][C:5](=[O:25])[C@@H:6]([CH3:24])[CH2:7][C@H:8]([NH:23][C:30](=[O:31])[CH2:29][CH2:28][C:27]([OH:32])=[O:26])[CH2:9][C:10]1[CH:15]=[CH:14][C:13]([C:16]2[CH:21]=[CH:20][CH:19]=[C:18]([Cl:22])[CH:17]=2)=[CH:12][CH:11]=1)[CH3:3]. The catalyst class is: 2. (4) Reactant: [C:1]([O:5][C:6]([NH:8][C:9]1([C:24](O)=[O:25])[CH2:14][CH2:13][N:12]([C:15]2[C:16]3[CH:23]=[CH:22][NH:21][C:17]=3[N:18]=[CH:19][N:20]=2)[CH2:11][CH2:10]1)=[O:7])([CH3:4])([CH3:3])[CH3:2].Cl.Cl.[Br:29][C:30]1[CH:35]=[CH:34][CH:33]=[C:32]([NH2:36])[C:31]=1[NH2:37].CN(C(ON1N=NC2C=CC=NC1=2)=[N+](C)C)C.F[P-](F)(F)(F)(F)F.CCN(C(C)C)C(C)C. Product: [NH2:37][C:31]1[C:30]([Br:29])=[CH:35][CH:34]=[CH:33][C:32]=1[NH:36][C:24]([C:9]1([NH:8][C:6](=[O:7])[O:5][C:1]([CH3:4])([CH3:2])[CH3:3])[CH2:14][CH2:13][N:12]([C:15]2[C:16]3[CH:23]=[CH:22][NH:21][C:17]=3[N:18]=[CH:19][N:20]=2)[CH2:11][CH2:10]1)=[O:25]. The catalyst class is: 3.